Dataset: Reaction yield outcomes from USPTO patents with 853,638 reactions. Task: Predict the reaction yield, written as a fraction of the theoretical maximum amount of product (1.0 means a 100% yield; for example, 0.34 means a 34% yield). The reactants are [CH2:1]([O:3][C:4]1[CH:5]=[C:6]([CH:9]=[CH:10][C:11]=1[O:12][CH2:13][C:14]1[CH:15]=[N:16][C:17]([O:20][CH3:21])=[CH:18][CH:19]=1)[CH:7]=O)[CH3:2].[OH2:22].Cl.[NH2:24]O. The catalyst is CO.N1C=CC=CC=1. The product is [CH2:1]([O:3][C:4]1[CH:5]=[C:6]([CH:9]=[CH:10][C:11]=1[O:12][CH2:13][C:14]1[CH:15]=[N:16][C:17]([O:20][CH3:21])=[CH:18][CH:19]=1)[CH:7]=[N:24][OH:22])[CH3:2]. The yield is 0.850.